This data is from TCR-epitope binding with 47,182 pairs between 192 epitopes and 23,139 TCRs. The task is: Binary Classification. Given a T-cell receptor sequence (or CDR3 region) and an epitope sequence, predict whether binding occurs between them. The epitope is RISNCVADY. The TCR CDR3 sequence is CASSTGTISEQYF. Result: 1 (the TCR binds to the epitope).